The task is: Predict which catalyst facilitates the given reaction.. This data is from Catalyst prediction with 721,799 reactions and 888 catalyst types from USPTO. (1) Reactant: [F:1][C:2]1[CH:7]=[CH:6][C:5]([S:8]([N:11]([CH3:17])[C:12](=[CH2:16])[C:13]([OH:15])=O)(=[O:10])=[O:9])=[CH:4][CH:3]=1.CCOC(OC(OCC)=O)=O.[F:29][C:30]([F:46])([F:45])[C:31]1[CH:36]=[CH:35][C:34]([C:37]2[CH:42]=[C:41]([CH2:43][NH2:44])[CH:40]=[CH:39][N:38]=2)=[CH:33][CH:32]=1. Product: [F:1][C:2]1[CH:3]=[CH:4][C:5]([S:8]([N:11]([CH3:17])[C:12](=[CH2:16])[C:13]([NH:44][CH2:43][C:41]2[CH:40]=[CH:39][N:38]=[C:37]([C:34]3[CH:35]=[CH:36][C:31]([C:30]([F:46])([F:29])[F:45])=[CH:32][CH:33]=3)[CH:42]=2)=[O:15])(=[O:9])=[O:10])=[CH:6][CH:7]=1. The catalyst class is: 1. (2) Reactant: [CH3:1][C:2]1[NH:3][C:4]([N+:22]([O-])=O)=[C:5]([CH3:21])[C:6]=1[C:7]1[CH:12]=[CH:11][N:10]=[C:9]([NH:13][C:14]2[CH:19]=[CH:18][C:17]([F:20])=[CH:16][CH:15]=2)[N:8]=1.O.NN. Product: [NH2:22][C:4]1[NH:3][C:2]([CH3:1])=[C:6]([C:7]2[CH:12]=[CH:11][N:10]=[C:9]([NH:13][C:14]3[CH:19]=[CH:18][C:17]([F:20])=[CH:16][CH:15]=3)[N:8]=2)[C:5]=1[CH3:21]. The catalyst class is: 14. (3) Reactant: [OH:1][C@@H:2]([C:8]1[C:17]([CH3:18])=[CH:16][C:15]2[C:10](=[CH:11][CH:12]=[CH:13][CH:14]=2)[C:9]=1[O:19][S:20]([C:23]([F:26])([F:25])[F:24])(=[O:22])=[O:21])[C:3]([O:5][CH2:6][CH3:7])=[O:4].[C:27](OC(C)=O)([CH3:30])([CH3:29])[CH3:28]. Product: [C:27]([O:1][C@@H:2]([C:8]1[C:17]([CH3:18])=[CH:16][C:15]2[C:10](=[CH:11][CH:12]=[CH:13][CH:14]=2)[C:9]=1[O:19][S:20]([C:23]([F:26])([F:24])[F:25])(=[O:21])=[O:22])[C:3]([O:5][CH2:6][CH3:7])=[O:4])([CH3:30])([CH3:29])[CH3:28]. The catalyst class is: 519. (4) Reactant: Br[C:2]1[CH:7]=[CH:6][C:5]([O:8][CH3:9])=[CH:4][CH:3]=1.C([Li])CCC.[Br:15][C:16]1[CH:21]=[CH:20][C:19]([CH:22]([C:30]2[CH:35]=[CH:34][CH:33]=[CH:32][C:31]=2[CH3:36])[CH2:23][C:24](N(OC)C)=[O:25])=[CH:18][CH:17]=1.[Cl-].[NH4+]. Product: [Br:15][C:16]1[CH:17]=[CH:18][C:19]([CH:22]([C:30]2[CH:35]=[CH:34][CH:33]=[CH:32][C:31]=2[CH3:36])[CH2:23][C:24]([C:2]2[CH:7]=[CH:6][C:5]([O:8][CH3:9])=[CH:4][CH:3]=2)=[O:25])=[CH:20][CH:21]=1. The catalyst class is: 20. (5) Reactant: CCCP(=O)=O.[CH3:7][C:8]1[CH:16]=[CH:15][C:11]([C:12]([OH:14])=O)=[CH:10][C:9]=1[NH:17][C:18]1[N:23]=[C:22]([C:24]2[CH:25]=[N:26][CH:27]=[CH:28][CH:29]=2)[CH:21]=[CH:20][N:19]=1.[CH2:30]([NH2:36])[C:31]1[O:35][CH:34]=[CH:33][CH:32]=1.C(N(CC)CC)C.C(=O)([O-])O.[Na+]. Product: [O:35]1[CH:34]=[CH:33][CH:32]=[C:31]1[CH2:30][NH:36][C:12](=[O:14])[C:11]1[CH:15]=[CH:16][C:8]([CH3:7])=[C:9]([NH:17][C:18]2[N:23]=[C:22]([C:24]3[CH:25]=[N:26][CH:27]=[CH:28][CH:29]=3)[CH:21]=[CH:20][N:19]=2)[CH:10]=1. The catalyst class is: 9. (6) Reactant: [CH3:1][O:2][C:3]1[CH:8]=[C:7]([O:9][CH3:10])[CH:6]=[CH:5][N:4]=1.C1C(=O)N([Br:18])C(=O)C1. Product: [Br:18][C:6]1[C:7]([O:9][CH3:10])=[CH:8][C:3]([O:2][CH3:1])=[N:4][CH:5]=1. The catalyst class is: 23. (7) Reactant: [OH-].[Li+].[Cl:3][C@H:4]1[C@H:8]([CH2:9][CH2:10][CH2:11][C:12]2[S:16][C:15]([C:17]([O:19]C)=[O:18])=[CH:14][CH:13]=2)[C@@H:7](/[CH:21]=[CH:22]/[C@@H:23]([OH:31])[CH2:24][CH2:25][CH2:26][CH2:27][C@H:28]([OH:30])[CH3:29])[C@H:6]([OH:32])[CH2:5]1.Cl. Product: [Cl:3][C@H:4]1[C@H:8]([CH2:9][CH2:10][CH2:11][C:12]2[S:16][C:15]([C:17]([OH:19])=[O:18])=[CH:14][CH:13]=2)[C@@H:7](/[CH:21]=[CH:22]/[C@@H:23]([OH:31])[CH2:24][CH2:25][CH2:26][CH2:27][C@H:28]([OH:30])[CH3:29])[C@H:6]([OH:32])[CH2:5]1. The catalyst class is: 90.